Dataset: Forward reaction prediction with 1.9M reactions from USPTO patents (1976-2016). Task: Predict the product of the given reaction. (1) Given the reactants [CH2:1]([O:3][C:4](=[O:11])[C@H:5]1[CH2:9][C@H:8]([OH:10])[CH2:7][NH:6]1)[CH3:2].C(N(CC)CC)C.[C:19](O[C:19]([O:21][C:22]([CH3:25])([CH3:24])[CH3:23])=[O:20])([O:21][C:22]([CH3:25])([CH3:24])[CH3:23])=[O:20], predict the reaction product. The product is: [CH2:1]([O:3][C:4](=[O:11])[C@H:5]1[CH2:9][C@H:8]([OH:10])[CH2:7][N:6]1[C:19]([O:21][C:22]([CH3:25])([CH3:24])[CH3:23])=[O:20])[CH3:2]. (2) Given the reactants C(OC([N:8]1[C:17]2[C:12](=[CH:13][C:14]([C:18]3[CH:19]=[N:20][CH:21]=[C:22]([C:24]([C:27]([OH:29])=O)([CH3:26])[CH3:25])[CH:23]=3)=[CH:15][N:16]=2)[CH2:11][CH2:10][CH2:9]1)=O)(C)(C)C.CN(C(ON1N=NC2C=CC=NC1=2)=[N+](C)C)C.F[P-](F)(F)(F)(F)F.[NH:54]1[CH2:59][CH2:58][O:57][CH2:56][CH2:55]1.C(N(CC)C(C)C)(C)C, predict the reaction product. The product is: [CH3:25][C:24]([C:22]1[CH:21]=[N:20][CH:19]=[C:18]([C:14]2[CH:15]=[N:16][C:17]3[NH:8][CH2:9][CH2:10][CH2:11][C:12]=3[CH:13]=2)[CH:23]=1)([CH3:26])[C:27]([N:54]1[CH2:59][CH2:58][O:57][CH2:56][CH2:55]1)=[O:29]. (3) Given the reactants [CH2:1]([N:8]([CH:36]([CH:38]1[CH2:40][CH2:39]1)[CH3:37])C(=O)CN1C(=O)[C@]2(C3C(=CC(NC(C4C=NOC=4C)=O)=CC=3)CC2)NC1=O)[C:2]1[CH:7]=[CH:6][CH:5]=[CH:4][CH:3]=1.OC1N=C2C[CH2:49][C:50](=[O:51])[C:45]2=CC=1.[C:52]([O-])([O-])=O.[K+].[K+].C[N:59]([CH:61]=[O:62])C, predict the reaction product. The product is: [CH2:1]([NH:8][CH:36]([CH:38]1[CH2:39][N:59]([C:61]([O:51][C:50]([CH3:49])([CH3:45])[CH3:52])=[O:62])[CH2:40]1)[CH3:37])[C:2]1[CH:3]=[CH:4][CH:5]=[CH:6][CH:7]=1.